From a dataset of Forward reaction prediction with 1.9M reactions from USPTO patents (1976-2016). Predict the product of the given reaction. Given the reactants [F:1][C:2]1[CH:11]=[C:10]([I:12])[CH:9]=[CH:8][C:3]=1[N:4]=[C:5]=[N:6][CH3:7].[H-].[Na+].[CH2:15]([C:17]1[O:21][C:20]([CH2:22][C:23]([O:25][CH3:26])=[O:24])=[C:19]([C:27]([O:29]C)=O)[CH:18]=1)C, predict the reaction product. The product is: [F:1][C:2]1[CH:11]=[C:10]([I:12])[CH:9]=[CH:8][C:3]=1[NH:4][C:5]1[N:6]([CH3:7])[C:27](=[O:29])[C:19]2[CH:18]=[C:17]([CH3:15])[O:21][C:20]=2[C:22]=1[C:23]([O:25][CH3:26])=[O:24].